Dataset: Forward reaction prediction with 1.9M reactions from USPTO patents (1976-2016). Task: Predict the product of the given reaction. (1) Given the reactants [F:1][C:2]([F:17])([F:16])[C:3]1[C:11]2[CH2:10][CH2:9][NH:8][CH2:7][C:6]=2[N:5]([CH2:12][C:13]([OH:15])=O)[N:4]=1.O[N:19]=[C:20]([C:22]1[CH:23]=[N:24][N:25]2[C:30]([C:31]([F:34])([F:33])[F:32])=[CH:29][C:28]([CH3:35])=[N:27][C:26]=12)[NH2:21], predict the reaction product. The product is: [CH3:35][C:28]1[CH:29]=[C:30]([C:31]([F:33])([F:32])[F:34])[N:25]2[N:24]=[CH:23][C:22]([C:20]3[N:21]=[C:13]([CH2:12][N:5]4[C:6]5[CH2:7][NH:8][CH2:9][CH2:10][C:11]=5[C:3]([C:2]([F:1])([F:17])[F:16])=[N:4]4)[O:15][N:19]=3)=[C:26]2[N:27]=1. (2) Given the reactants [Br:1][C:2]1[CH:3]=[C:4]([CH:7]=[CH:8][CH:9]=1)[CH:5]=O.[C:10](#[N:14])[CH2:11][C:12]#[N:13].N1CCCCC1, predict the reaction product. The product is: [Br:1][C:2]1[CH:3]=[C:4]([CH:5]=[C:11]([C:10]#[N:14])[C:12]#[N:13])[CH:7]=[CH:8][CH:9]=1.